Dataset: Full USPTO retrosynthesis dataset with 1.9M reactions from patents (1976-2016). Task: Predict the reactants needed to synthesize the given product. (1) Given the product [CH3:1][C:2]1[CH:3]=[C:4]([CH:5]=[CH:6][C:7]=1[CH2:8][CH2:9][CH2:10][CH2:11][N:12]1[CH:16]=[CH:15][N:14]=[N:13]1)[O:17][CH2:21][C:22]1[CH:23]=[CH:24][C:25]([C:28]2[CH:33]=[CH:32][CH:31]=[C:30]([C:34]([F:37])([F:35])[F:36])[CH:29]=2)=[N:26][CH:27]=1, predict the reactants needed to synthesize it. The reactants are: [CH3:1][C:2]1[CH:3]=[C:4]([OH:17])[CH:5]=[CH:6][C:7]=1[CH2:8][CH2:9][CH2:10][CH2:11][N:12]1[CH:16]=[CH:15][N:14]=[N:13]1.[H-].[Na+].Cl[CH2:21][C:22]1[CH:23]=[CH:24][C:25]([C:28]2[CH:33]=[CH:32][CH:31]=[C:30]([C:34]([F:37])([F:36])[F:35])[CH:29]=2)=[N:26][CH:27]=1.O. (2) Given the product [C:1]([C:5]1[CH:13]=[C:12]2[C:8](=[C:7]([C:20]3[CH:25]=[CH:24][CH:23]=[CH:22][CH:21]=3)[C:6]=1[O:26][CH3:27])[CH2:9][C:10]([CH2:15][C:16]([CH3:19])([CH3:18])[CH3:17])=[CH:11]2)([CH3:4])([CH3:3])[CH3:2], predict the reactants needed to synthesize it. The reactants are: [C:1]([C:5]1[CH:13]=[C:12]2[C:8]([CH2:9][CH:10]([CH2:15][C:16]([CH3:19])([CH3:18])[CH3:17])[C:11]2=O)=[C:7]([C:20]2[CH:25]=[CH:24][CH:23]=[CH:22][CH:21]=2)[C:6]=1[O:26][CH3:27])([CH3:4])([CH3:3])[CH3:2].[BH4-].[Na+].C1COCC1.Cl. (3) Given the product [F:8][C:9]1[CH:10]=[C:11]([C@@H:33]([NH2:35])[CH3:34])[CH:12]=[CH:13][C:14]=1[C:15]1[S:16][C:17]2[C:22]([N:23]=1)=[CH:21][CH:20]=[C:19]([C:24]1([C:27]3[CH:28]=[CH:29][CH:30]=[CH:31][CH:32]=3)[CH2:25][CH2:26]1)[N:18]=2, predict the reactants needed to synthesize it. The reactants are: Cl.O1CCOCC1.[F:8][C:9]1[CH:10]=[C:11]([C@@H:33]([NH:35][S@@](C(C)(C)C)=O)[CH3:34])[CH:12]=[CH:13][C:14]=1[C:15]1[S:16][C:17]2[C:22]([N:23]=1)=[CH:21][CH:20]=[C:19]([C:24]1([C:27]3[CH:32]=[CH:31][CH:30]=[CH:29][CH:28]=3)[CH2:26][CH2:25]1)[N:18]=2. (4) Given the product [C:19]([Si:23]([CH3:26])([CH3:25])[O:11][C@@H:3]1[CH2:4][C:5]2[C:10](=[CH:9][CH:8]=[CH:7][CH:6]=2)[C@H:2]1[NH2:1])([CH3:22])([CH3:21])[CH3:20], predict the reactants needed to synthesize it. The reactants are: [NH2:1][C@@H:2]1[C:10]2[C:5](=[CH:6][CH:7]=[CH:8][CH:9]=2)[CH2:4][C@H:3]1[OH:11].C(N(CC)CC)C.[C:19]([Si:23]([CH3:26])([CH3:25])Cl)([CH3:22])([CH3:21])[CH3:20].O. (5) Given the product [OH:33][NH:34][C:17](=[O:18])[C@H:16]([NH:15][S:12]([CH2:11][C:2]1[CH:3]=[CH:4][C:5]2[C:10](=[CH:9][CH:8]=[CH:7][CH:6]=2)[CH:1]=1)(=[O:14])=[O:13])[C:20]1[CH:25]=[CH:24][CH:23]=[CH:22][CH:21]=1, predict the reactants needed to synthesize it. The reactants are: [CH:1]1[C:10]2[C:5](=[CH:6][CH:7]=[CH:8][CH:9]=2)[CH:4]=[CH:3][C:2]=1[CH2:11][S:12]([NH:15][C@H:16]([C:20]1[CH:25]=[CH:24][CH:23]=[CH:22][CH:21]=1)[C:17](O)=[O:18])(=[O:14])=[O:13].[Si]([O:33][NH2:34])(C(C)(C)C)(C)C.C(=O)(O)[O-].[Na+].